This data is from Forward reaction prediction with 1.9M reactions from USPTO patents (1976-2016). The task is: Predict the product of the given reaction. Given the reactants [CH:1]1([NH:7][C:8]([C:10]2[C:19]3[C:14](=[CH:15][CH:16]=[CH:17][CH:18]=3)[C:13]([S:20](=[O:29])(=[O:28])[NH:21][CH:22]3[CH2:27][CH2:26][NH:25][CH2:24][CH2:23]3)=[CH:12][CH:11]=2)=[O:9])[CH2:6][CH2:5][CH2:4][CH2:3][CH2:2]1.[CH3:30][N:31]([CH3:35])[C:32](Cl)=[O:33].Cl[C:37](OCC)=O, predict the reaction product. The product is: [CH3:30][N:31]([CH3:35])[C:32]([N:25]1[CH2:24][CH2:23][CH:22]([NH:21][S:20]([C:13]2[C:14]3[C:19](=[CH:18][CH:17]=[CH:16][CH:15]=3)[C:10]([C:8](=[O:9])[NH:7][C:1]3[CH:6]=[CH:5][CH:4]=[CH:3][C:2]=3[CH3:37])=[CH:11][CH:12]=2)(=[O:29])=[O:28])[CH2:27][CH2:26]1)=[O:33].